From a dataset of Reaction yield outcomes from USPTO patents with 853,638 reactions. Predict the reaction yield, written as a fraction of the theoretical maximum amount of product (1.0 means a 100% yield; for example, 0.34 means a 34% yield). (1) The reactants are [CH3:1][O:2][C:3](=[O:29])[NH:4][CH:5]([C:9]([N:11]1[CH2:15][CH2:14][CH2:13][CH:12]1[C:16]1[NH:17][C:18]([C:21]2[CH:26]=[CH:25][C:24]([C:27]#[CH:28])=[CH:23][CH:22]=2)=[CH:19][N:20]=1)=[O:10])[CH:6]([CH3:8])[CH3:7].[C:30]([O:34][C:35]([N:37]1[CH:42]([C:43]2[NH:44][C:45]([C:48]3[CH:53]=[CH:52][C:51](Br)=[CH:50][CH:49]=3)=[CH:46][N:47]=2)[CH:41]2[CH2:55][CH:38]1[CH2:39][CH2:40]2)=[O:36])([CH3:33])([CH3:32])[CH3:31].C(N(CC)CC)C.N#N. The catalyst is CN(C=O)C.C1C=CC([P]([Pd]([P](C2C=CC=CC=2)(C2C=CC=CC=2)C2C=CC=CC=2)([P](C2C=CC=CC=2)(C2C=CC=CC=2)C2C=CC=CC=2)[P](C2C=CC=CC=2)(C2C=CC=CC=2)C2C=CC=CC=2)(C2C=CC=CC=2)C2C=CC=CC=2)=CC=1.[Cu]I.CO.CCOC(C)=O. The product is [C:30]([O:34][C:35]([N:37]1[CH:42]([C:43]2[NH:44][C:45]([C:48]3[CH:53]=[CH:52][C:51]([C:28]#[C:27][C:24]4[CH:25]=[CH:26][C:21]([C:18]5[NH:17][C:16]([CH:12]6[CH2:13][CH2:14][CH2:15][N:11]6[C:9](=[O:10])[CH:5]([NH:4][C:3]([O:2][CH3:1])=[O:29])[CH:6]([CH3:8])[CH3:7])=[N:20][CH:19]=5)=[CH:22][CH:23]=4)=[CH:50][CH:49]=3)=[CH:46][N:47]=2)[CH:41]2[CH2:55][CH:38]1[CH2:39][CH2:40]2)=[O:36])([CH3:33])([CH3:31])[CH3:32]. The yield is 0.540. (2) The reactants are N[C:2]1[C:7](Cl)=[CH:6][N:5]=[C:4]2[O:9][CH2:10][O:11][C:3]=12.[CH2:12]1[O:20]C2C(=NC=CC=2)[O:13]1.C(=O)=O. No catalyst specified. The product is [CH2:10]1[O:11][C:3]2[C:4]([C:12]([OH:20])=[O:13])([NH:5][CH:6]=[CH:7][CH:2]=2)[O:9]1. The yield is 0.800. (3) The reactants are C(Cl)(=O)C(Cl)=O.[CH:7]1([CH2:10][CH2:11][O:12][C:13]2[CH:21]=[CH:20][C:16]([C:17]([OH:19])=O)=[CH:15][CH:14]=2)[CH2:9][CH2:8]1.[NH2:22][CH2:23][C:24]([OH:26])=[O:25].Cl. The catalyst is CN(C=O)C.C(N(CC)CC)C.ClCCl. The product is [CH:7]1([CH2:10][CH2:11][O:12][C:13]2[CH:14]=[CH:15][C:16]([C:17]([NH:22][CH2:23][C:24]([OH:26])=[O:25])=[O:19])=[CH:20][CH:21]=2)[CH2:8][CH2:9]1. The yield is 0.970. (4) The reactants are [NH2:1][C:2]1[CH:7]=[CH:6][CH:5]=[CH:4][C:3]=1[NH2:8].[OH:9][C@@H:10]([CH3:14])[C:11](O)=O.N. The catalyst is Cl. The product is [NH:1]1[C:2]2[CH:7]=[CH:6][CH:5]=[CH:4][C:3]=2[N:8]=[C:11]1[C@@H:10]([OH:9])[CH3:14]. The yield is 0.900. (5) The reactants are Br[C:2]1[CH:7]=[CH:6][C:5]([C:8]2[C:17]3[C:12](=[CH:13][CH:14]=[CH:15][CH:16]=3)[CH2:11][CH2:10][CH:9]=2)=[CH:4][CH:3]=1.[C:18]([O:22][CH3:23])(=[O:21])[CH:19]=[CH2:20]. The yield is 0.740. The catalyst is CC#N. The product is [CH3:23][O:22][C:18](=[O:21])[CH:19]=[CH:20][C:2]1[CH:7]=[CH:6][C:5]([C:8]2[C:17]3[C:12](=[CH:13][CH:14]=[CH:15][CH:16]=3)[CH2:11][CH2:10][CH:9]=2)=[CH:4][CH:3]=1.